Dataset: Full USPTO retrosynthesis dataset with 1.9M reactions from patents (1976-2016). Task: Predict the reactants needed to synthesize the given product. (1) Given the product [ClH:17].[ClH:17].[N:1]1[CH:6]=[CH:5][CH:4]=[CH:3][C:2]=1[C:7]1[CH:8]=[N:9][C:10]([C:13]([OH:15])=[O:14])=[CH:11][CH:12]=1, predict the reactants needed to synthesize it. The reactants are: [N:1]1[CH:6]=[CH:5][CH:4]=[CH:3][C:2]=1[C:7]1[CH:8]=[N:9][C:10]([C:13]([O:15]C)=[O:14])=[CH:11][CH:12]=1.[ClH:17]. (2) Given the product [Cl:1][C:2]1[CH:3]=[CH:4][C:5](/[CH:6]=[CH:17]/[C:19]2[CH:20]=[C:21]([CH:27]=[CH:28][C:29]=2[O:30][CH3:31])[C:22]([O:24][CH2:25][CH3:26])=[O:23])=[CH:15][CH:16]=1, predict the reactants needed to synthesize it. The reactants are: [Cl:1][C:2]1[CH:16]=[CH:15][C:5]([CH2:6]P(=O)(OCC)OCC)=[CH:4][CH:3]=1.[CH:17]([C:19]1[CH:20]=[C:21]([CH:27]=[CH:28][C:29]=1[O:30][CH3:31])[C:22]([O:24][CH2:25][CH3:26])=[O:23])=O. (3) Given the product [Cl:14][C:13]1[C:3]2[CH2:2][N:16]([CH:17]([C:19]3[CH:24]=[N:23][C:22]([NH:25][CH2:26][C:27]([F:30])([F:28])[F:29])=[C:21]([CH3:31])[CH:20]=3)[CH3:18])[C:5](=[O:7])[C:4]=2[CH:10]=[CH:11][N:12]=1, predict the reactants needed to synthesize it. The reactants are: Br[CH2:2][C:3]1[C:13]([Cl:14])=[N:12][CH:11]=[CH:10][C:4]=1[C:5]([O:7]CC)=O.Cl.[NH2:16][CH:17]([C:19]1[CH:20]=[C:21]([CH3:31])[C:22]([NH:25][CH2:26][C:27]([F:30])([F:29])[F:28])=[N:23][CH:24]=1)[CH3:18]. (4) Given the product [C:7]([C:6]1[CH:9]=[CH:10][C:3]([CH:1]2[C:25]3[C:26](=[O:30])[NH:27][CH:28]=[CH:29][C:24]=3[NH:23][C:16]([C:17]([F:20])([F:19])[F:18])=[C:15]2[C:13]#[N:14])=[C:4]([O:11][CH3:12])[CH:5]=1)#[N:8], predict the reactants needed to synthesize it. The reactants are: [CH:1]([C:3]1[CH:10]=[CH:9][C:6]([C:7]#[N:8])=[CH:5][C:4]=1[O:11][CH3:12])=O.[C:13]([CH:15]=[C:16]([O-])[C:17]([F:20])([F:19])[F:18])#[N:14].[Na+].[NH2:23][C:24]1[CH:29]=[CH:28][NH:27][C:26](=[O:30])[CH:25]=1.C(O)(=O)C. (5) Given the product [Cl:30][C:25]1[C:26]([CH3:29])=[N:27][O:28][C:24]=1[NH:23][S:20]([C:19]1[CH:18]=[CH:17][S:16][C:15]=1[C:13]([NH:12][C:5]1[C:6]([CH3:11])=[CH:7][C:8]([CH3:10])=[CH:9][C:4]=1[C:1]([CH:2]1[CH2:36][CH2:37][CH2:32][CH2:33][CH2:34]1)=[O:3])=[O:14])(=[O:21])=[O:22], predict the reactants needed to synthesize it. The reactants are: [C:1]([C:4]1[CH:9]=[C:8]([CH3:10])[CH:7]=[C:6]([CH3:11])[C:5]=1[NH:12][C:13]([C:15]1[S:16][CH:17]=[CH:18][C:19]=1[S:20]([NH:23][C:24]1[O:28][N:27]=[C:26]([CH3:29])[C:25]=1[Cl:30])(=[O:22])=[O:21])=[O:14])(=[O:3])[CH3:2].N[C:32]1[C:37](C)=[CH:36]C(C)=[CH:34][C:33]=1C(C1CCCCC1)=O.